The task is: Predict the reaction yield, written as a fraction of the theoretical maximum amount of product (1.0 means a 100% yield; for example, 0.34 means a 34% yield).. This data is from Reaction yield outcomes from USPTO patents with 853,638 reactions. (1) The reactants are [O:1]1[CH2:16][CH:2]1[CH2:3][O:4][C:5]1[CH:10]=[CH:9][C:8]([CH2:11][C:12]([O:14][CH3:15])=[O:13])=[CH:7][CH:6]=1.[CH:17]([NH2:20])([CH3:19])[CH3:18].O. No catalyst specified. The product is [OH:1][CH:2]([CH2:16][NH:20][CH:17]([CH3:19])[CH3:18])[CH2:3][O:4][C:5]1[CH:10]=[CH:9][C:8]([CH2:11][C:12]([O:14][CH3:15])=[O:13])=[CH:7][CH:6]=1. The yield is 1.00. (2) The yield is 0.640. The catalyst is CCO. The reactants are [C:1]([O:5][C:6]([N:8]1[CH2:11][CH:10]([NH2:12])[CH2:9]1)=[O:7])([CH3:4])([CH3:3])[CH3:2].[CH:13]([S:15]([CH:18]=[CH2:19])(=[O:17])=[O:16])=[CH2:14]. The product is [C:1]([O:5][C:6]([N:8]1[CH2:11][CH:10]([N:12]2[CH2:19][CH2:18][S:15](=[O:17])(=[O:16])[CH2:13][CH2:14]2)[CH2:9]1)=[O:7])([CH3:4])([CH3:2])[CH3:3].